Dataset: Forward reaction prediction with 1.9M reactions from USPTO patents (1976-2016). Task: Predict the product of the given reaction. (1) Given the reactants [S:1]1[C:5]2[CH:6]=[CH:7][CH:8]=[CH:9][C:4]=2[N:3]=[C:2]1[NH:10][C:11](=[O:18])OCC(Cl)(Cl)Cl.[C:19]1([C:25]2[N:29]=[C:28]([N:30]3[CH2:35][CH2:34][NH:33][CH2:32][CH2:31]3)[S:27][N:26]=2)[CH:24]=[CH:23][CH:22]=[CH:21][CH:20]=1.C(N(C(C)C)CC)(C)C.O, predict the reaction product. The product is: [S:1]1[C:5]2[CH:6]=[CH:7][CH:8]=[CH:9][C:4]=2[N:3]=[C:2]1[NH:10][C:11]([N:33]1[CH2:34][CH2:35][N:30]([C:28]2[S:27][N:26]=[C:25]([C:19]3[CH:24]=[CH:23][CH:22]=[CH:21][CH:20]=3)[N:29]=2)[CH2:31][CH2:32]1)=[O:18]. (2) Given the reactants [NH2:1][C:2]1[N:7]([CH3:8])[C:6](=[O:9])[CH2:5][C:4]([C:11]2[CH:16]=[CH:15][CH:14]=[C:13](Br)[CH:12]=2)([CH3:10])[N:3]=1.[Cl:18][C:19]1[CH:20]=[C:21](B(O)O)[C:22]([F:25])=[N:23][CH:24]=1.C(=O)([O-])[O-].[Na+].[Na+].Cl, predict the reaction product. The product is: [ClH:18].[NH2:1][C:2]1[N:7]([CH3:8])[C:6](=[O:9])[CH2:5][C:4]([C:11]2[CH:16]=[CH:15][CH:14]=[C:13]([C:21]3[C:22]([F:25])=[N:23][CH:24]=[C:19]([Cl:18])[CH:20]=3)[CH:12]=2)([CH3:10])[N:3]=1. (3) Given the reactants [CH:1]([S:4]([C:7](=[C:10]([NH:13][C:14]1[CH:19]=[CH:18][CH:17]=[C:16]([O:20][CH3:21])[CH:15]=1)SC)[C:8]#[N:9])(=[O:6])=[O:5])([CH3:3])[CH3:2].[NH2:22][CH:23]([C:25]([CH3:28])([CH3:27])[CH3:26])[CH3:24], predict the reaction product. The product is: [CH:1]([S:4]([C:7](=[C:10]([NH:13][C:14]1[CH:19]=[CH:18][CH:17]=[C:16]([O:20][CH3:21])[CH:15]=1)[NH:22][CH:23]([CH3:24])[C:25]([CH3:28])([CH3:27])[CH3:26])[C:8]#[N:9])(=[O:6])=[O:5])([CH3:3])[CH3:2]. (4) Given the reactants [F:1][C:2]1[CH:7]=[C:6]([F:8])[CH:5]=[CH:4][C:3]=1[C@:9]12[CH2:18][O:17][C@@H:16]([CH2:19][O:20][CH2:21][CH3:22])[CH2:15][C@H:14]1[C@@H:13]([CH3:23])[S:12][C:11]([NH:24]C(=O)C1C=CC=CC=1)=[N:10]2.FC1C=C(F)C=CC=1[C@]12CO[C@@H](COC)C[C@H]1[C@@H](C)SC(NC(=O)C1C=CC=CC=1)=N2.FC1C=C(F)C=CC=1[C@]12CO[C@@H](COC)C[C@H]1[C@@H](C)SC(N)=N2, predict the reaction product. The product is: [F:1][C:2]1[CH:7]=[C:6]([F:8])[CH:5]=[CH:4][C:3]=1[C@:9]12[CH2:18][O:17][C@@H:16]([CH2:19][O:20][CH2:21][CH3:22])[CH2:15][C@H:14]1[C@@H:13]([CH3:23])[S:12][C:11]([NH2:24])=[N:10]2. (5) Given the reactants [F:1][C:2]1[CH:28]=[C:27]([F:29])[CH:26]=[CH:25][C:3]=1[O:4][C:5]1[CH:10]=[CH:9][C:8]([N+:11]([O-])=O)=[CH:7][C:6]=1[C:14]1[NH:15][C:16]([CH3:24])=[C:17]2[C:22]=1[CH:21]=[N:20][NH:19][C:18]2=[O:23].[H][H], predict the reaction product. The product is: [NH2:11][C:8]1[CH:9]=[CH:10][C:5]([O:4][C:3]2[CH:25]=[CH:26][C:27]([F:29])=[CH:28][C:2]=2[F:1])=[C:6]([C:14]2[NH:15][C:16]([CH3:24])=[C:17]3[C:22]=2[CH:21]=[N:20][NH:19][C:18]3=[O:23])[CH:7]=1. (6) Given the reactants [N:1]([C:4]1[C:13]2[C:8](=[CH:9][CH:10]=[CH:11][CH:12]=2)[CH:7]=[CH:6][CH:5]=1)=[C:2]=[O:3].[N:14]12[CH2:22][CH2:21][CH:18]([CH2:19][CH2:20]1)[NH:17][CH2:16][CH2:15]2, predict the reaction product. The product is: [C:4]1([NH:1][C:2]([N:17]2[CH:18]3[CH2:21][CH2:22][N:14]([CH2:20][CH2:19]3)[CH2:15][CH2:16]2)=[O:3])[C:13]2[C:8](=[CH:9][CH:10]=[CH:11][CH:12]=2)[CH:7]=[CH:6][CH:5]=1. (7) The product is: [F:17][C:15]1[CH:16]=[C:11]([CH2:10][C@@H:9]([C:19]2[C:24]([C:25]3[CH:26]=[CH:27][C:28]([F:34])=[C:29]([CH:33]=3)[C:30]([NH2:32])=[O:31])=[CH:23][CH:22]=[CH:21][N:20]=2)[NH:8][C:51](=[O:52])[CH2:50][N:39]2[C:40]3[CH2:41][CH2:42][C:43]4([O:46][CH2:47][CH2:48][O:49]4)[CH2:44][C:45]=3[C:37]([C:36]([F:55])([F:54])[F:35])=[N:38]2)[CH:12]=[C:13]([F:18])[CH:14]=1. Given the reactants FC(F)(F)C(O)=O.[NH2:8][C@H:9]([C:19]1[C:24]([C:25]2[CH:26]=[CH:27][C:28]([F:34])=[C:29]([CH:33]=2)[C:30]([NH2:32])=[O:31])=[CH:23][CH:22]=[CH:21][N:20]=1)[CH2:10][C:11]1[CH:16]=[C:15]([F:17])[CH:14]=[C:13]([F:18])[CH:12]=1.[F:35][C:36]([F:55])([F:54])[C:37]1[C:45]2[CH2:44][C:43]3([O:49][CH2:48][CH2:47][O:46]3)[CH2:42][CH2:41][C:40]=2[N:39]([CH2:50][C:51](O)=[O:52])[N:38]=1, predict the reaction product.